From a dataset of Catalyst prediction with 721,799 reactions and 888 catalyst types from USPTO. Predict which catalyst facilitates the given reaction. (1) Reactant: [Br:1]N1C(=O)CCC1=O.[Br:9][C:10]1[CH:15]=[CH:14][C:13]([Cl:16])=[C:12]([CH2:17]O)[CH:11]=1.C1(P(C2C=CC=CC=2)C2C=CC=CC=2)C=CC=CC=1. Product: [Br:9][C:10]1[CH:15]=[CH:14][C:13]([Cl:16])=[C:12]([CH2:17][Br:1])[CH:11]=1. The catalyst class is: 7. (2) Reactant: Br[C:2]1[CH:7]=[CH:6][C:5]([NH:8][C:9](=[O:22])[NH:10][C:11]2[CH:21]=[CH:20][C:14]([C:15]([N:17]([CH3:19])[CH3:18])=[O:16])=[CH:13][CH:12]=2)=[C:4]([F:23])[CH:3]=1.[B:24]1([B:24]2[O:28][C:27]([CH3:30])([CH3:29])[C:26]([CH3:32])([CH3:31])[O:25]2)[O:28][C:27]([CH3:30])([CH3:29])[C:26]([CH3:32])([CH3:31])[O:25]1.CC([O-])=O.[K+].C(Cl)Cl. Product: [F:23][C:4]1[CH:3]=[C:2]([B:24]2[O:28][C:27]([CH3:30])([CH3:29])[C:26]([CH3:32])([CH3:31])[O:25]2)[CH:7]=[CH:6][C:5]=1[NH:8][C:9](=[O:22])[NH:10][C:11]1[CH:21]=[CH:20][C:14]([C:15]([N:17]([CH3:19])[CH3:18])=[O:16])=[CH:13][CH:12]=1. The catalyst class is: 75. (3) Reactant: [CH3:1][C:2]([CH3:21])([CH3:20])[CH2:3][N:4]([CH2:17][CH:18]=[O:19])[C:5]1[CH:12]=[CH:11][C:8]([C:9]#[N:10])=[C:7]([C:13]([F:16])([F:15])[F:14])[CH:6]=1.CC(=CC)C.[O-:27]Cl=O.[Na+].[OH-].[Na+]. Product: [C:9]([C:8]1[CH:11]=[CH:12][C:5]([N:4]([CH2:3][C:2]([CH3:21])([CH3:20])[CH3:1])[CH2:17][C:18]([OH:27])=[O:19])=[CH:6][C:7]=1[C:13]([F:14])([F:15])[F:16])#[N:10]. The catalyst class is: 664. (4) Reactant: Cl[C:2]1[C:7]([CH:8]=O)=[C:6]([Cl:10])[CH:5]=[C:4]([Cl:11])[N:3]=1.[CH2:12](O)C.[CH3:15][NH:16]N. Product: [Cl:10][C:6]1[CH:5]=[C:4]([Cl:11])[CH:12]=[C:8]2[C:7]=1[CH:2]=[N:3][N:16]2[CH3:15]. The catalyst class is: 66. (5) Reactant: [C:1]([O:5][C:6]([N:8]1[CH2:11][CH:10]([O:12][C:13]2[CH:14]=[C:15]3[C:24](=[CH:25][C:26]=2Br)[O:23][CH2:22][C:21]2[N:16]3[CH:17]([CH3:29])[C:18](=[O:28])[NH:19][N:20]=2)[CH2:9]1)=[O:7])([CH3:4])([CH3:3])[CH3:2].[C:30](B(O)O)([CH3:32])=[CH2:31].C([O-])([O-])=O.[K+].[K+].C(Cl)Cl. Product: [C:1]([O:5][C:6]([N:8]1[CH2:11][CH:10]([O:12][C:13]2[CH:14]=[C:15]3[C:24](=[CH:25][C:26]=2[C:30]([CH3:32])=[CH2:31])[O:23][CH2:22][C:21]2[N:16]3[CH:17]([CH3:29])[C:18](=[O:28])[NH:19][N:20]=2)[CH2:9]1)=[O:7])([CH3:4])([CH3:3])[CH3:2]. The catalyst class is: 117. (6) Reactant: [H-].[Na+].[CH3:3][O:4][CH2:5][CH2:6][OH:7].C[O:9][C:10]([C:12]1[CH:17]=[CH:16][C:15]([Br:18])=[C:14](Cl)[N:13]=1)=[O:11]. Product: [Br:18][C:15]1[CH:16]=[CH:17][C:12]([C:10]([OH:9])=[O:11])=[N:13][C:14]=1[O:7][CH2:6][CH2:5][O:4][CH3:3]. The catalyst class is: 6. (7) Reactant: [Cl:1][C:2]1[CH:7]=[C:6]2[NH:8][C:9](=[O:30])[C:10]3([CH:15]([C:16]4[CH:21]=[CH:20][CH:19]=[C:18]([Cl:22])[CH:17]=4)[CH2:14][CH2:13][NH:12][CH:11]3[C:23]3[CH:28]=[CH:27][CH:26]=[C:25]([F:29])[CH:24]=3)[C:5]2=[CH:4][CH:3]=1. Product: [Cl:1][C:2]1[CH:7]=[C:6]2[NH:8][C:9](=[O:30])[C:10]3([CH:15]([C:16]4[CH:21]=[CH:20][CH:19]=[C:18]([Cl:22])[CH:17]=4)[CH2:14][CH2:13][N:12]([C:9]([NH:8][CH:6]4[CH2:7][CH2:2][CH2:3][CH2:4][CH2:5]4)=[O:30])[CH:11]3[C:23]3[CH:28]=[CH:27][CH:26]=[C:25]([F:29])[CH:24]=3)[C:5]2=[CH:4][CH:3]=1. The catalyst class is: 4. (8) Reactant: [Cl:1][C:2]1[C:3]([OH:21])=[C:4]([NH:12][C:13](=O)[C:14]2[CH:19]=[CH:18][N:17]=[CH:16][CH:15]=2)[CH:5]=[C:6]([C:8]([F:11])([F:10])[F:9])[CH:7]=1.O1CCCC1.C1(P(C2C=CC=CC=2)C2C=CC=CC=2)C=CC=CC=1.N(C(OCC)=O)=NC(OCC)=O. Product: [N:17]1[CH:16]=[CH:15][C:14]([C:13]2[O:21][C:3]3[C:2]([Cl:1])=[CH:7][C:6]([C:8]([F:9])([F:10])[F:11])=[CH:5][C:4]=3[N:12]=2)=[CH:19][CH:18]=1. The catalyst class is: 11.